From a dataset of Reaction yield outcomes from USPTO patents with 853,638 reactions. Predict the reaction yield, written as a fraction of the theoretical maximum amount of product (1.0 means a 100% yield; for example, 0.34 means a 34% yield). (1) The reactants are [C:1]([C:4]1[CH:9]=[CH:8][C:7]([C:10]2[C:11](=[O:27])[O:12][C:13]3[C:22]([CH:23]=2)=[CH:21][C:20]2[CH2:19][CH2:18][CH2:17][N:16]4[CH2:24][CH2:25][CH2:26][C:14]=3[C:15]=24)=[CH:6][CH:5]=1)(=[O:3])[CH3:2]. The yield is 0.730. The catalyst is CO.C(Cl)Cl. The product is [OH:3][CH:1]([C:4]1[CH:9]=[CH:8][C:7]([C:10]2[C:11](=[O:27])[O:12][C:13]3[C:22]([CH:23]=2)=[CH:21][C:20]2[CH2:19][CH2:18][CH2:17][N:16]4[CH2:24][CH2:25][CH2:26][C:14]=3[C:15]=24)=[CH:6][CH:5]=1)[CH3:2]. (2) The reactants are C([O:5][C:6]([CH:8]1[CH:12]([C:13]2[CH:18]=[CH:17][CH:16]=[C:15]([Cl:19])[C:14]=2[F:20])[C:11]([C:23]2[CH:28]=[CH:27][C:26]([Cl:29])=[CH:25][CH:24]=2)([C:21]#[N:22])[CH:10]([CH2:30][CH:31]2[CH2:36][CH2:35][CH2:34][CH2:33][CH2:32]2)[NH:9]1)=[O:7])(C)(C)C.[F:37][C:38]([F:43])([F:42])[C:39]([OH:41])=[O:40]. The catalyst is ClCCl. The product is [F:37][C:38]([F:43])([F:42])[C:39]([OH:41])=[O:40].[Cl:19][C:15]1[C:14]([F:20])=[C:13]([CH:12]2[C:11]([C:23]3[CH:28]=[CH:27][C:26]([Cl:29])=[CH:25][CH:24]=3)([C:21]#[N:22])[CH:10]([CH2:30][CH:31]3[CH2:36][CH2:35][CH2:34][CH2:33][CH2:32]3)[NH:9][CH:8]2[C:6]([OH:7])=[O:5])[CH:18]=[CH:17][CH:16]=1. The yield is 0.990. (3) The reactants are [Br:1][C:2]1[C:3]([O:9][CH2:10][CH3:11])=[CH:4][C:5](Cl)=[N:6][CH:7]=1.C([O-])([O-])=O.[Cs+].[Cs+].[CH3:18][O:19][C:20]1[CH:25]=[CH:24][C:23]([CH2:26][OH:27])=[CH:22][CH:21]=1. The yield is 0.370. The catalyst is CN(C=O)C. The product is [Br:1][C:2]1[C:3]([O:9][CH2:10][CH3:11])=[CH:4][C:5]([O:27][CH2:26][C:23]2[CH:24]=[CH:25][C:20]([O:19][CH3:18])=[CH:21][CH:22]=2)=[N:6][CH:7]=1.